From a dataset of Catalyst prediction with 721,799 reactions and 888 catalyst types from USPTO. Predict which catalyst facilitates the given reaction. (1) Reactant: C[Si](C#C)(C)C.[C:15](O[C:15]([O:17][C:18]([CH3:21])([CH3:20])[CH3:19])=[O:16])([O:17][C:18]([CH3:21])([CH3:20])[CH3:19])=[O:16].C([N:24]([CH2:27][CH3:28])CC)C.[CH2:29]1C[O:32][CH2:31][CH2:30]1. Product: [C:18]([O:17][C:15]([N:24]1[CH:27]2[CH2:28][CH:31]([CH:30]=[CH:29]2)[O:32]1)=[O:16])([CH3:19])([CH3:20])[CH3:21]. The catalyst class is: 277. (2) Reactant: C(O[C:5](=[O:7])C)(=O)C.C(O)=O.[Cl:11][C:12]1[N:17]=[CH:16][N:15]=[C:14]([N:18]2[CH2:23][CH2:22][N:21]([S:24]([CH2:27][CH:28]([NH:37][OH:38])[C:29]3[CH:34]=[CH:33][C:32]([Cl:35])=[C:31]([Cl:36])[CH:30]=3)(=[O:26])=[O:25])[CH2:20][CH2:19]2)[CH:13]=1. Product: [Cl:11][C:12]1[N:17]=[CH:16][N:15]=[C:14]([N:18]2[CH2:23][CH2:22][N:21]([S:24]([CH2:27][CH:28]([N:37]([OH:38])[CH:5]=[O:7])[C:29]3[CH:34]=[CH:33][C:32]([Cl:35])=[C:31]([Cl:36])[CH:30]=3)(=[O:25])=[O:26])[CH2:20][CH2:19]2)[CH:13]=1. The catalyst class is: 7. (3) Reactant: [CH3:1][CH:2]1[CH:11]=[CH:10][C:9]2[C:4](=[N:5][C:6]([CH3:12])=[CH:7][CH:8]=2)[NH:3]1.[H][H]. Product: [CH3:12][CH:6]1[CH2:7][CH2:8][C:9]2[C:4](=[N:3][C:2]([CH3:1])=[CH:11][CH:10]=2)[NH:5]1. The catalyst class is: 29. (4) Reactant: [O:1]1[C:5]2[CH:6]=[CH:7][C:8]([C:10]3([C:13](Cl)=[O:14])[CH2:12][CH2:11]3)=[CH:9][C:4]=2[O:3][CH2:2]1.[CH3:16][O:17][C:18]1[N:23]=[C:22]([NH2:24])[CH:21]=[C:20]([O:25][CH3:26])[N:19]=1. Product: [O:1]1[C:5]2[CH:6]=[CH:7][C:8]([C:10]3([C:13]([NH:24][C:22]4[CH:21]=[C:20]([O:25][CH3:26])[N:19]=[C:18]([O:17][CH3:16])[N:23]=4)=[O:14])[CH2:12][CH2:11]3)=[CH:9][C:4]=2[O:3][CH2:2]1. The catalyst class is: 17. (5) Product: [CH3:17][N:5]1[C:6]([C:7]2[CH:8]=[C:9]([C:13]([O:15][CH3:16])=[O:14])[O:10][C:11]=2[CH3:12])=[C:2]([CH3:18])[CH:3]=[N:4]1. The catalyst class is: 423. Reactant: Br[C:2]1[CH:3]=[N:4][N:5]([CH3:17])[C:6]=1[C:7]1[CH:8]=[C:9]([C:13]([O:15][CH3:16])=[O:14])[O:10][C:11]=1[CH3:12].[CH3:18]B1OB(C)OB(C)O1. (6) Reactant: C[O:2][CH:3](OC)[C:4]1[CH:9]=[CH:8][N:7]=[CH:6][C:5]=1[O:10][CH2:11][C:12]1[N:17]=[CH:16][C:15]([C:18]([OH:20])=[O:19])=[CH:14][CH:13]=1.[Cl:23]CCl.FC(F)(F)C(O)=O. Product: [ClH:23].[CH:3]([C:4]1[CH:9]=[CH:8][N:7]=[CH:6][C:5]=1[O:10][CH2:11][C:12]1[CH:13]=[CH:14][C:15]([C:18]([OH:20])=[O:19])=[CH:16][N:17]=1)=[O:2]. The catalyst class is: 16. (7) Reactant: [NH2:1][C:2]1[C:3]([F:22])=[C:4]([C:10]([C:12]2[CH:13]=[C:14]3[C:19](=[CH:20][CH:21]=2)[N:18]=[CH:17][N:16]=[CH:15]3)=[O:11])[C:5]([F:9])=[C:6]([F:8])[CH:7]=1.[CH2:23]([S:26](Cl)(=[O:28])=[O:27])[CH2:24][CH3:25]. Product: [CH2:23]([S:26]([N:1]([C:2]1[CH:7]=[C:6]([F:8])[C:5]([F:9])=[C:4]([C:10]([C:12]2[CH:13]=[C:14]3[C:19](=[CH:20][CH:21]=2)[N:18]=[CH:17][N:16]=[CH:15]3)=[O:11])[C:3]=1[F:22])[S:26]([CH2:23][CH2:24][CH3:25])(=[O:28])=[O:27])(=[O:28])=[O:27])[CH2:24][CH3:25]. The catalyst class is: 2.